Dataset: Full USPTO retrosynthesis dataset with 1.9M reactions from patents (1976-2016). Task: Predict the reactants needed to synthesize the given product. (1) Given the product [CH:1]1([CH2:4][O:5][C:6]2[CH:14]=[CH:13][C:9]3[O:10][CH2:11][O:12][C:8]=3[C:7]=2[C:15]2[C:16]3[NH:23][CH:22]=[C:21]([C:24]([NH:36][CH2:37][C:38]([N:40]4[CH2:41][CH2:42][CH:43]([N:46]5[N:55]=[C:54]([C:56]6[CH:61]=[CH:60][C:59]([O:62][CH3:63])=[C:58]([O:64][CH3:65])[CH:57]=6)[CH2:53][C:48]6([CH2:52][CH2:51][CH2:50][CH2:49]6)[C:47]5=[O:66])[CH2:44][CH2:45]4)=[O:39])=[O:26])[C:17]=3[N:18]=[CH:19][N:20]=2)[CH2:2][CH2:3]1, predict the reactants needed to synthesize it. The reactants are: [CH:1]1([CH2:4][O:5][C:6]2[CH:14]=[CH:13][C:9]3[O:10][CH2:11][O:12][C:8]=3[C:7]=2[C:15]2[C:16]3[NH:23][CH:22]=[C:21]([C:24]([OH:26])=O)[C:17]=3[N:18]=[CH:19][N:20]=2)[CH2:3][CH2:2]1.CCN(C(C)C)C(C)C.[NH2:36][CH2:37][C:38]([N:40]1[CH2:45][CH2:44][CH:43]([N:46]2[N:55]=[C:54]([C:56]3[CH:61]=[CH:60][C:59]([O:62][CH3:63])=[C:58]([O:64][CH3:65])[CH:57]=3)[CH2:53][C:48]3([CH2:52][CH2:51][CH2:50][CH2:49]3)[C:47]2=[O:66])[CH2:42][CH2:41]1)=[O:39].CN(C(ON1N=NC2C=CC=CC1=2)=[N+](C)C)C.F[P-](F)(F)(F)(F)F. (2) Given the product [CH2:1]([C@@H:8]1[CH2:13][NH:12][CH2:11][CH2:10][N:9]1[C:21]([C:23]1[S:24][CH:25]=[CH:26][C:27]=1[C:28]1[CH:33]=[CH:32][CH:31]=[CH:30][C:29]=1[O:34][C:35]1[CH:40]=[CH:39][CH:38]=[CH:37][CH:36]=1)=[O:22])[C:2]1[CH:3]=[CH:4][CH:5]=[CH:6][CH:7]=1, predict the reactants needed to synthesize it. The reactants are: [CH2:1]([C@@H:8]1[CH2:13][N:12](CC2C=CC=CC=2)[CH2:11][CH2:10][N:9]1[C:21]([C:23]1[S:24][CH:25]=[CH:26][C:27]=1[C:28]1[CH:33]=[CH:32][CH:31]=[CH:30][C:29]=1[O:34][C:35]1[CH:40]=[CH:39][CH:38]=[CH:37][CH:36]=1)=[O:22])[C:2]1[CH:7]=[CH:6][CH:5]=[CH:4][CH:3]=1.ClC(OC(Cl)C)=O.